From a dataset of Full USPTO retrosynthesis dataset with 1.9M reactions from patents (1976-2016). Predict the reactants needed to synthesize the given product. (1) Given the product [Br:23][C:24]1[CH:25]=[C:26]([CH:30]=[CH:31][CH:32]=1)[C:27]([NH:1][CH:2]([C:4]1[N:9]=[N:8][C:7]([NH:10][C:11]2[CH:12]=[C:13]([O:21][CH3:22])[C:14]([O:19][CH3:20])=[C:15]([O:17][CH3:18])[CH:16]=2)=[N:6][CH:5]=1)[CH3:3])=[O:28], predict the reactants needed to synthesize it. The reactants are: [NH2:1][CH:2]([C:4]1[N:9]=[N:8][C:7]([NH:10][C:11]2[CH:16]=[C:15]([O:17][CH3:18])[C:14]([O:19][CH3:20])=[C:13]([O:21][CH3:22])[CH:12]=2)=[N:6][CH:5]=1)[CH3:3].[Br:23][C:24]1[CH:25]=[C:26]([CH:30]=[CH:31][CH:32]=1)[C:27](O)=[O:28].C(N(CC)CC)C. (2) Given the product [C:15]([CH2:14][CH2:13][C:12]([C:11]1[C:10](=[O:20])[N:9]([CH3:21])[C:8]2[N:7]=[CH:6][C:5]([C:22]([OH:24])=[O:23])=[CH:4][C:3]=2[C:2]=1[OH:1])=[O:19])([OH:17])=[O:16], predict the reactants needed to synthesize it. The reactants are: [OH:1][C:2]1[C:3]2[CH:4]=[C:5]([C:22]([O:24]C)=[O:23])[CH:6]=[N:7][C:8]=2[N:9]([CH3:21])[C:10](=[O:20])[C:11]=1[C:12](=[O:19])[CH2:13][CH2:14][C:15]([O:17]C)=[O:16].OC1C2C(=NC=C(I)C=2)N(C)C(=O)C=1C(=O)CCC(O)=O.[C]=O.